From a dataset of Merck oncology drug combination screen with 23,052 pairs across 39 cell lines. Regression. Given two drug SMILES strings and cell line genomic features, predict the synergy score measuring deviation from expected non-interaction effect. (1) Drug 2: O=c1[nH]cc(F)c(=O)[nH]1. Synergy scores: synergy=4.96. Cell line: DLD1. Drug 1: O=S1(=O)NC2(CN1CC(F)(F)F)C1CCC2Cc2cc(C=CCN3CCC(C(F)(F)F)CC3)ccc2C1. (2) Drug 1: O=S1(=O)NC2(CN1CC(F)(F)F)C1CCC2Cc2cc(C=CCN3CCC(C(F)(F)F)CC3)ccc2C1. Drug 2: CC(C)CC(NC(=O)C(Cc1ccccc1)NC(=O)c1cnccn1)B(O)O. Cell line: A375. Synergy scores: synergy=28.5.